Dataset: Reaction yield outcomes from USPTO patents with 853,638 reactions. Task: Predict the reaction yield, written as a fraction of the theoretical maximum amount of product (1.0 means a 100% yield; for example, 0.34 means a 34% yield). (1) The reactants are [NH:1]1[C:5]2[CH:6]=[CH:7][C:8]([C:10]([OH:12])=O)=[CH:9][C:4]=2[N:3]=[CH:2]1.[F:13][C:14]1[C:27]2[CH2:26][CH2:25][C@H:24]3[C@H:19]([CH2:20][CH2:21][CH2:22][NH:23]3)[C:18]=2[CH:17]=[C:16]([F:28])[CH:15]=1. The catalyst is C(Cl)Cl.CO. The product is [NH:1]1[C:5]2[CH:6]=[CH:7][C:8]([C:10]([N:23]3[C@@H:24]4[C@@H:19]([C:18]5[CH:17]=[C:16]([F:28])[CH:15]=[C:14]([F:13])[C:27]=5[CH2:26][CH2:25]4)[CH2:20][CH2:21][CH2:22]3)=[O:12])=[CH:9][C:4]=2[N:3]=[CH:2]1. The yield is 0.720. (2) The reactants are [C:1]([O:5][C:6]([NH:8][CH2:9][C:10]1[CH:18]=[CH:17][C:13]([C:14](O)=[O:15])=[CH:12][CH:11]=1)=[O:7])([CH3:4])([CH3:3])[CH3:2]. The product is [C:1]([O:5][C:6](=[O:7])[NH:8][CH2:9][C:10]1[CH:11]=[CH:12][C:13]([CH2:14][OH:15])=[CH:17][CH:18]=1)([CH3:4])([CH3:2])[CH3:3]. The yield is 0.530. The catalyst is C1COCC1.C(OCC)(=O)C. (3) The reactants are [C:1]([C:4]1[CH:5]=[C:6]([CH:11]=[C:12]([C:14](=[O:24])[NH:15][C@@H:16]([C:18]2[CH:23]=[CH:22][CH:21]=[CH:20][CH:19]=2)[CH3:17])[CH:13]=1)[C:7]([O:9]C)=[O:8])(=[O:3])[CH3:2].CO.O.[Li+].[OH-]. The yield is 0.950. The product is [C:1]([C:4]1[CH:5]=[C:6]([CH:11]=[C:12]([C:14](=[O:24])[NH:15][C@@H:16]([C:18]2[CH:19]=[CH:20][CH:21]=[CH:22][CH:23]=2)[CH3:17])[CH:13]=1)[C:7]([OH:9])=[O:8])(=[O:3])[CH3:2]. The catalyst is C1COCC1. (4) The reactants are [C:1]([OH:10])(=[O:9])[C@@H:2]([C@H:4]([C:6]([OH:8])=[O:7])[OH:5])[OH:3].[Cl:11][C:12]1[N:13]=[CH:14][S:15][C:16]=1[CH2:17][N:18]([CH2:25][CH:26]([CH3:28])[CH3:27])[CH:19]1[CH2:24][CH2:23][NH:22][CH2:21][CH2:20]1. The catalyst is C(O)C. The product is [C:6]([C@@H:4]([C@H:2]([C:1]([OH:10])=[O:9])[OH:3])[OH:5])([OH:8])=[O:7].[Cl:11][C:12]1[N:13]=[CH:14][S:15][C:16]=1[CH2:17][N:18]([CH2:25][CH:26]([CH3:28])[CH3:27])[CH:19]1[CH2:24][CH2:23][NH:22][CH2:21][CH2:20]1. The yield is 0.940. (5) The reactants are [Cl:1][C:2]1[N:3]=[C:4](Cl)[C:5]2[S:10][CH:9]=[CH:8][C:6]=2[N:7]=1.[CH2:12]([NH2:15])[CH2:13][CH3:14].C(N(C(C)C)CC)(C)C. The catalyst is O1CCCC1. The product is [Cl:1][C:2]1[N:3]=[C:4]([CH2:14][CH2:13][CH2:12][NH2:15])[C:5]2[S:10][CH:9]=[CH:8][C:6]=2[N:7]=1. The yield is 0.920.